From a dataset of Forward reaction prediction with 1.9M reactions from USPTO patents (1976-2016). Predict the product of the given reaction. (1) Given the reactants N1C=CN=C1.[Br:6][C:7]1[CH:14]=[CH:13][C:12]([OH:15])=[CH:11][C:8]=1[C:9]#[N:10].[Si:16](Cl)([C:19]([CH3:22])([CH3:21])[CH3:20])([CH3:18])[CH3:17], predict the reaction product. The product is: [Br:6][C:7]1[CH:14]=[CH:13][C:12]([O:15][Si:16]([C:19]([CH3:22])([CH3:21])[CH3:20])([CH3:18])[CH3:17])=[CH:11][C:8]=1[C:9]#[N:10]. (2) The product is: [N:1]1[C:10]2[C:5](=[CH:6][CH:7]=[C:8]([C:11]#[N:13])[CH:9]=2)[CH:4]=[CH:3][CH:2]=1. Given the reactants [N:1]1[C:10]2[C:5](=[CH:6][CH:7]=[C:8]([C:11]([NH2:13])=O)[CH:9]=2)[CH:4]=[CH:3][CH:2]=1.P(Cl)(Cl)(Cl)=O.N, predict the reaction product. (3) The product is: [CH2:14]([O:13][C:12]1[C:11](=[O:21])[N:10]=[C:9]([CH2:22][C:23]2([C:28]3[C:37]4[C:32](=[CH:33][CH:34]=[CH:35][CH:36]=4)[CH:31]=[CH:30][CH:29]=3)[CH2:27][CH2:26][CH2:25][CH2:24]2)[N:8]2[CH2:39][CH2:38][N:4]([CH:1]3[CH2:3][CH2:2]3)[C:5](=[O:6])[C:7]=12)[C:15]1[CH:16]=[CH:17][CH:18]=[CH:19][CH:20]=1. Given the reactants [CH:1]1([N:4]([CH2:38][CH2:39]O)[C:5]([C:7]2[C:12]([O:13][CH2:14][C:15]3[CH:20]=[CH:19][CH:18]=[CH:17][CH:16]=3)=[C:11]([OH:21])[N:10]=[C:9]([CH2:22][C:23]3([C:28]4[C:37]5[C:32](=[CH:33][CH:34]=[CH:35][CH:36]=5)[CH:31]=[CH:30][CH:29]=4)[CH2:27][CH2:26][CH2:25][CH2:24]3)[N:8]=2)=[O:6])[CH2:3][CH2:2]1.N(C(OC(C)C)=O)=NC(OC(C)C)=O.C1(P(C2C=CC=CC=2)C2C=CC=CC=2)C=CC=CC=1, predict the reaction product. (4) Given the reactants [CH:1](NC(C)C)(C)C.C([Li])CCC.C(OC(C)(C)C)(=O)C.[Cl:21][C:22]1[N:27]=[CH:26][C:25]([NH:28][C:29](=[O:35])OC(C)(C)C)=[C:24]([CH:36]=O)[CH:23]=1.Cl.C(=O)(O)[O-].[Na+], predict the reaction product. The product is: [Cl:21][C:22]1[CH:23]=[C:24]2[C:25](=[CH:26][N:27]=1)[NH:28][C:29](=[O:35])[CH:1]=[CH:36]2. (5) Given the reactants C(N(C(C)C)CC)(C)C.[CH3:10][N:11]([CH3:16])[CH2:12][C:13](O)=[O:14].C1C=CC2N(O)N=NC=2C=1.C(Cl)CCl.[NH2:31][C:32]1[C:33]([NH:47][CH2:48][CH:49]2[CH2:54][CH2:53][N:52]([C:55]([O:57][C:58]([CH3:61])([CH3:60])[CH3:59])=[O:56])[CH2:51][CH2:50]2)=[CH:34][C:35]([NH:38][C:39]2[CH:44]=[N:43][C:42]([C:45]#[N:46])=[CH:41][N:40]=2)=[N:36][CH:37]=1, predict the reaction product. The product is: [C:45]([C:42]1[N:43]=[CH:44][C:39]([NH:38][C:35]2[N:36]=[CH:37][C:32]([NH:31][C:13](=[O:14])[CH2:12][N:11]([CH3:16])[CH3:10])=[C:33]([NH:47][CH2:48][CH:49]3[CH2:54][CH2:53][N:52]([C:55]([O:57][C:58]([CH3:61])([CH3:60])[CH3:59])=[O:56])[CH2:51][CH2:50]3)[CH:34]=2)=[N:40][CH:41]=1)#[N:46]. (6) Given the reactants [C:1]1([CH2:10][CH2:11][OH:12])[CH:6]=[CH:5][CH:4]=[C:3]([CH2:7][CH2:8][OH:9])[CH:2]=1.N1C=CN=C1.Cl[Si:19]([CH:26]([CH3:28])[CH3:27])([CH:23]([CH3:25])[CH3:24])[CH:20]([CH3:22])[CH3:21], predict the reaction product. The product is: [CH:20]([Si:19]([CH:26]([CH3:28])[CH3:27])([CH:23]([CH3:25])[CH3:24])[O:12][CH2:11][CH2:10][C:1]1[CH:2]=[C:3]([CH2:7][CH2:8][OH:9])[CH:4]=[CH:5][CH:6]=1)([CH3:22])[CH3:21]. (7) Given the reactants [O:1]=[C:2]1[CH:7]=[CH:6][CH:5]=[CH:4][N:3]1[C:8]1[CH:13]=[CH:12][C:11]([N:14]2[CH2:19][CH2:18][N:17]([CH2:20][CH2:21][C:22]([C:24]3[C:32]4[C:27](=[CH:28][CH:29]=[C:30]([C:33]#[N:34])[CH:31]=4)[NH:26][CH:25]=3)=[O:23])[CH2:16][CH2:15]2)=[CH:10][CH:9]=1.[BH4-].[Na+], predict the reaction product. The product is: [OH:23][CH:22]([C:24]1[C:32]2[C:27](=[CH:28][CH:29]=[C:30]([C:33]#[N:34])[CH:31]=2)[NH:26][CH:25]=1)[CH2:21][CH2:20][N:17]1[CH2:18][CH2:19][N:14]([C:11]2[CH:12]=[CH:13][C:8]([N:3]3[CH:4]=[CH:5][CH:6]=[CH:7][C:2]3=[O:1])=[CH:9][CH:10]=2)[CH2:15][CH2:16]1. (8) Given the reactants [Cl:1][C:2]1[C:7]([C:8]2[CH:13]=[CH:12][CH:11]=[CH:10][CH:9]=2)=[N:6][N:5]=[C:4]2[N:14]([CH2:23][C:24]([OH:26])=O)[N:15]=[C:16]([C:17]3[CH:22]=[CH:21][CH:20]=[CH:19][CH:18]=3)[C:3]=12.[NH2:27][CH2:28][CH2:29][N:30]1[CH2:35][CH2:34][O:33][CH2:32][CH2:31]1.Cl.CN(C)CCCN=C=NCC, predict the reaction product. The product is: [Cl:1][C:2]1[C:7]([C:8]2[CH:9]=[CH:10][CH:11]=[CH:12][CH:13]=2)=[N:6][N:5]=[C:4]2[N:14]([CH2:23][C:24]([NH:27][CH2:28][CH2:29][N:30]3[CH2:35][CH2:34][O:33][CH2:32][CH2:31]3)=[O:26])[N:15]=[C:16]([C:17]3[CH:22]=[CH:21][CH:20]=[CH:19][CH:18]=3)[C:3]=12.